Dataset: Reaction yield outcomes from USPTO patents with 853,638 reactions. Task: Predict the reaction yield, written as a fraction of the theoretical maximum amount of product (1.0 means a 100% yield; for example, 0.34 means a 34% yield). (1) The product is [Br:1][C:2]1[N:3]=[C:4]2[N:9]([CH2:10][C:11]3[CH:12]=[C:13]4[C:18](=[CH:19][C:20]=3[F:21])[N:17]=[CH:16][CH:15]=[CH:14]4)[N:22]=[N:8][C:5]2=[N:6][CH:7]=1. The catalyst is C(O)(=O)C.O. The yield is 0.610. The reactants are [Br:1][C:2]1[N:3]=[C:4]([NH:9][CH2:10][C:11]2[CH:12]=[C:13]3[C:18](=[CH:19][C:20]=2[F:21])[N:17]=[CH:16][CH:15]=[CH:14]3)[C:5]([NH2:8])=[N:6][CH:7]=1.[N:22]([O-])=O.[Na+]. (2) The reactants are C1CCC(N=C=NC2CCCCC2)CC1.C1C=CC2N(O)N=NC=2C=1.Cl.[C:27]1([CH:33]([N:37]2[CH2:41][CH2:40][CH2:39][CH2:38]2)[C:34]([OH:36])=[O:35])[CH:32]=[CH:31][CH:30]=[CH:29][CH:28]=1.[N:42]12[CH2:49][CH2:48][CH:45]([CH2:46][CH2:47]1)[C@@H:44](O)[CH2:43]2. The catalyst is C1COCC1. The yield is 0.272. The product is [C:27]1([CH:33]([N:37]2[CH2:41][CH2:40][CH2:39][CH2:38]2)[C:34]([O:36][C@@H:44]2[CH:45]3[CH2:48][CH2:49][N:42]([CH2:47][CH2:46]3)[CH2:43]2)=[O:35])[CH:28]=[CH:29][CH:30]=[CH:31][CH:32]=1.